Predict the product of the given reaction. From a dataset of Forward reaction prediction with 1.9M reactions from USPTO patents (1976-2016). (1) Given the reactants [C:1]([O:5][C:6]([NH:8][C:9]1([C:12]2[CH:20]=[CH:19][C:15]([C:16]([OH:18])=O)=[CH:14][N:13]=2)[CH2:11][CH2:10]1)=[O:7])([CH3:4])([CH3:3])[CH3:2].C1N=CN(C(N2C=NC=C2)=O)C=1.O[NH:34][C:35]([CH:37]1[CH2:39][CH2:38]1)=[NH:36], predict the reaction product. The product is: [C:1]([O:5][C:6](=[O:7])[NH:8][C:9]1([C:12]2[CH:20]=[CH:19][C:15]([C:16]3[O:18][N:36]=[C:35]([CH:37]4[CH2:39][CH2:38]4)[N:34]=3)=[CH:14][N:13]=2)[CH2:10][CH2:11]1)([CH3:2])([CH3:3])[CH3:4]. (2) Given the reactants [F:1][C:2]1[CH:7]=[CH:6][C:5]([C:8]2[O:9][C:10]3[CH:20]=[CH:19][C:18]([C:21]4[C:22]([CH3:32])=[CH:23][C:24]([O:30][CH3:31])=[C:25]([CH:29]=4)[C:26](O)=[O:27])=[CH:17][C:11]=3[C:12]=2[C:13](=[O:16])[NH:14][CH3:15])=[CH:4][CH:3]=1.[CH3:33][N:34]1[CH:38]=[CH:37][C:36]([C:39]2([NH2:42])[CH2:41][CH2:40]2)=[N:35]1.C1C=CC2N(O)N=NC=2C=1.CCN=C=NCCCN(C)C.Cl.C(N(C(C)C)CC)(C)C, predict the reaction product. The product is: [F:1][C:2]1[CH:7]=[CH:6][C:5]([C:8]2[O:9][C:10]3[CH:20]=[CH:19][C:18]([C:21]4[CH:29]=[C:25]([C:26](=[O:27])[NH:42][C:39]5([C:36]6[CH:37]=[CH:38][N:34]([CH3:33])[N:35]=6)[CH2:41][CH2:40]5)[C:24]([O:30][CH3:31])=[CH:23][C:22]=4[CH3:32])=[CH:17][C:11]=3[C:12]=2[C:13]([NH:14][CH3:15])=[O:16])=[CH:4][CH:3]=1. (3) Given the reactants ClCCl.N1C=CC=CC=1.[C:10]([O:14][C:15](=[O:50])[NH:16][CH:17]([C:25](=[O:49])[NH:26][CH:27]([CH2:39][C:40]1[CH:45]=[C:44]([F:46])[C:43]([F:47])=[CH:42][C:41]=1[F:48])[CH2:28][C:29]([N:31]1[CH2:35][CH2:34][CH2:33][CH:32]1[C:36](=O)[NH2:37])=[O:30])[CH2:18][C:19]1[CH:24]=[CH:23][CH:22]=[CH:21][CH:20]=1)([CH3:13])([CH3:12])[CH3:11].FC(F)(F)C(OC(=O)C(F)(F)F)=O, predict the reaction product. The product is: [C:10]([O:14][C:15](=[O:50])[NH:16][CH:17]([C:25](=[O:49])[NH:26][CH:27]([CH2:39][C:40]1[CH:45]=[C:44]([F:46])[C:43]([F:47])=[CH:42][C:41]=1[F:48])[CH2:28][C:29]([N:31]1[CH2:35][CH2:34][CH2:33][CH:32]1[C:36]#[N:37])=[O:30])[CH2:18][C:19]1[CH:20]=[CH:21][CH:22]=[CH:23][CH:24]=1)([CH3:13])([CH3:11])[CH3:12]. (4) Given the reactants [Cl:1][C:2]1[CH:7]=[CH:6][CH:5]=[C:4]([Cl:8])[C:3]=1[C:9]1[C:13]([CH2:14][O:15][C:16]2[CH:21]=[CH:20][C:19]([C:22]3[CH:31]=[C:30]4[C:25]([CH:26]=[CH:27][CH:28]=[C:29]4[C:32]([O:34]C)=[O:33])=[CH:24][CH:23]=3)=[CH:18][CH:17]=2)=[C:12]([CH:36]([CH3:38])[CH3:37])[O:11][N:10]=1.CO.[OH-].[Na+], predict the reaction product. The product is: [Cl:8][C:4]1[CH:5]=[CH:6][CH:7]=[C:2]([Cl:1])[C:3]=1[C:9]1[C:13]([CH2:14][O:15][C:16]2[CH:21]=[CH:20][C:19]([C:22]3[CH:31]=[C:30]4[C:25]([CH:26]=[CH:27][CH:28]=[C:29]4[C:32]([OH:34])=[O:33])=[CH:24][CH:23]=3)=[CH:18][CH:17]=2)=[C:12]([CH:36]([CH3:38])[CH3:37])[O:11][N:10]=1. (5) Given the reactants [Br:1][C:2]1[CH:3]=[C:4]2[C:8](=[CH:9][CH:10]=1)[C:7](=[O:11])[N:6]([CH2:12][C:13]([OH:16])([CH3:15])[CH3:14])[CH2:5]2.[H-].[Na+].O.[O:20]1CC[CH2:22][CH2:21]1, predict the reaction product. The product is: [Br:1][C:2]1[CH:3]=[C:4]2[C:8](=[CH:9][CH:10]=1)[C:7](=[O:11])[N:6]([CH2:12][C:13]([CH3:14])([O:16][C:21](=[O:20])[CH3:22])[CH3:15])[CH2:5]2. (6) Given the reactants [C:1]([N:4]1[C@H:8]([C@H:9]([OH:12])[CH2:10][OH:11])[C@H:7]([OH:13])[CH:6]=[N:5]1)(=[O:3])[CH3:2], predict the reaction product. The product is: [C:1]([N:4]1[C@H:8]([C@H:9]([OH:12])[CH2:10][OH:11])[C@@H:7]([OH:13])[CH2:6][NH:5]1)(=[O:3])[CH3:2].